This data is from Catalyst prediction with 721,799 reactions and 888 catalyst types from USPTO. The task is: Predict which catalyst facilitates the given reaction. (1) Reactant: C([O:8][C:9]1[CH:18]=[C:17]2[C:12]([C:13]([O:19][C:20]3[CH:25]=[CH:24][C:23]([NH:26][C:27](=[O:33])[O:28][C:29]([CH3:32])([CH3:31])[CH3:30])=[CH:22][C:21]=3[F:34])=[CH:14][CH:15]=[N:16]2)=[CH:11][C:10]=1[O:35][CH3:36])C1C=CC=CC=1. Product: [F:34][C:21]1[CH:22]=[C:23]([NH:26][C:27](=[O:33])[O:28][C:29]([CH3:31])([CH3:30])[CH3:32])[CH:24]=[CH:25][C:20]=1[O:19][C:13]1[C:12]2[C:17](=[CH:18][C:9]([OH:8])=[C:10]([O:35][CH3:36])[CH:11]=2)[N:16]=[CH:15][CH:14]=1. The catalyst class is: 29. (2) Reactant: C[O:2][C:3]1[CH:8]=[CH:7][C:6]([C:9]2[CH2:10][CH2:11][C:12](=[O:15])[NH:13][N:14]=2)=[CH:5][CH:4]=1.[Cl-].[Al+3].[Cl-].[Cl-].O. Product: [OH:2][C:3]1[CH:8]=[CH:7][C:6]([C:9]2[CH2:10][CH2:11][C:12](=[O:15])[NH:13][N:14]=2)=[CH:5][CH:4]=1. The catalyst class is: 4.